Task: Predict the reactants needed to synthesize the given product.. Dataset: Full USPTO retrosynthesis dataset with 1.9M reactions from patents (1976-2016) (1) Given the product [Cl:3][C:14]1[C:15]2[C:10](=[CH:9][C:8]([O:7][CH3:6])=[CH:17][CH:16]=2)[CH2:11][CH2:12][C:13]=1[CH:20]=[O:22], predict the reactants needed to synthesize it. The reactants are: P(Cl)(Cl)([Cl:3])=O.[CH3:6][O:7][C:8]1[CH:9]=[C:10]2[C:15](=[CH:16][CH:17]=1)[C:14](=O)[CH2:13][CH2:12][CH2:11]2.C[C:20]([O-:22])=O.[Na+]. (2) Given the product [Br:1][C:2]1[CH:31]=[CH:30][CH:29]=[CH:28][C:3]=1[CH2:4][C:5]1[O:6][C:7]([CH3:27])=[C:8]([CH3:26])[C:9]=1[C:10]([C:12]1[CH:17]=[C:16]([CH:18]([CH3:19])[CH3:20])[C:15]([OH:21])=[C:14]([CH:23]([CH3:24])[CH3:25])[CH:13]=1)=[O:11], predict the reactants needed to synthesize it. The reactants are: [Br:1][C:2]1[CH:31]=[CH:30][CH:29]=[CH:28][C:3]=1[CH2:4][C:5]1[O:6][C:7]([CH3:27])=[C:8]([CH3:26])[C:9]=1[C:10]([C:12]1[CH:17]=[C:16]([CH:18]([CH3:20])[CH3:19])[C:15]([O:21]C)=[C:14]([CH:23]([CH3:25])[CH3:24])[CH:13]=1)=[O:11].B(Br)(Br)Br.C(Cl)Cl. (3) Given the product [F:28][C:23]1[CH:22]=[C:21]([C:11]2([C:13]3[CH:18]=[C:17]([F:19])[CH:16]=[C:15]([F:20])[CH:14]=3)[O:10][C:9]3[CH:29]=[CH:30][C:6]([C:4]([OH:5])=[O:3])=[CH:7][C:8]=3[O:12]2)[CH:26]=[C:25]([F:27])[CH:24]=1, predict the reactants needed to synthesize it. The reactants are: C([O:3][C:4]([C:6]1[CH:30]=[CH:29][C:9]2[O:10][C:11]([C:21]3[CH:26]=[C:25]([F:27])[CH:24]=[C:23]([F:28])[CH:22]=3)([C:13]3[CH:18]=[C:17]([F:19])[CH:16]=[C:15]([F:20])[CH:14]=3)[O:12][C:8]=2[CH:7]=1)=[O:5])C.[OH-].[Na+]. (4) Given the product [NH2:17][C:15]1[N:16]=[C:11]2[CH:10]=[N:9][C:8]([C:5]3[CH:6]=[CH:7][C:2]([NH:1][C:31](=[O:32])[CH2:30][CH:27]4[CH2:29][CH2:28]4)=[CH:3][CH:4]=3)=[CH:13][N:12]2[N:14]=1, predict the reactants needed to synthesize it. The reactants are: [NH2:1][C:2]1[CH:7]=[CH:6][C:5]([C:8]2[N:9]=[CH:10][C:11]3[N:12]([N:14]=[C:15]([NH2:17])[N:16]=3)[CH:13]=2)=[CH:4][CH:3]=1.CCN(C(C)C)C(C)C.[CH:27]1([CH2:30][C:31](O)=[O:32])[CH2:29][CH2:28]1.CN(C(ON1N=NC2C=CC=NC1=2)=[N+](C)C)C.F[P-](F)(F)(F)(F)F. (5) Given the product [CH2:15]([O:11][CH2:10][CH2:9][CH2:8][CH2:7][C:1]1[CH:6]=[CH:5][CH:4]=[CH:3][CH:2]=1)[CH:14]=[CH2:13], predict the reactants needed to synthesize it. The reactants are: [C:1]1([CH2:7][CH2:8][CH2:9][CH2:10][OH:11])[CH:6]=[CH:5][CH:4]=[CH:3][CH:2]=1.Br[CH2:13][CH2:14][CH2:15]Br.[OH-].[Na+]. (6) Given the product [C:18]([S:37]([C:6]1[CH:7]=[C:8]2[C:13](=[CH:14][C:15]=1[F:16])[N:12]=[CH:11][CH:10]=[C:9]2[Cl:17])(=[O:39])=[O:36])([CH3:21])([CH3:20])[CH3:19].[C:1]([S:37]([C:23]1[C:24]([F:34])=[C:25]2[C:30](=[CH:31][CH:32]=1)[N:29]=[CH:28][CH:27]=[C:26]2[Cl:33])(=[O:39])=[O:36])([CH3:4])([CH3:3])[CH3:2], predict the reactants needed to synthesize it. The reactants are: [C:1](S[C:6]1[CH:7]=[C:8]2[C:13](=[CH:14][C:15]=1[F:16])[N:12]=[CH:11][CH:10]=[C:9]2[Cl:17])([CH3:4])([CH3:3])[CH3:2].[C:18](S[C:23]1[C:24]([F:34])=[C:25]2[C:30](=[CH:31][CH:32]=1)[N:29]=[CH:28][CH:27]=[C:26]2[Cl:33])([CH3:21])([CH3:20])[CH3:19].O[O:36][S:37]([O-:39])=O.[K+]. (7) Given the product [CH3:26][C:17]1[CH:22]=[CH:21][CH:20]=[CH:19][C:18]=1[C:8]1[CH:16]=[CH:15][C:11]([C:12]([OH:14])=[O:13])=[CH:10][CH:9]=1, predict the reactants needed to synthesize it. The reactants are: C(=O)([O-])[O-].[K+].[K+].Br[C:8]1[CH:16]=[CH:15][C:11]([C:12]([OH:14])=[O:13])=[CH:10][CH:9]=1.[C:17]1([CH3:26])[CH:22]=[CH:21][CH:20]=[CH:19][C:18]=1B(O)O. (8) Given the product [NH:14]1[CH:13]=[CH:12][CH:11]=[C:10]([CH2:9][CH2:8][CH2:7][CH2:6][CH2:5][CH2:4][CH2:3][CH2:2][CH2:27][CH2:25][CH2:24][CH2:23][C:17]2[C:18](=[O:20])[NH:32][CH:33]=[CH:34][CH:15]=2)[C:42]1=[O:43], predict the reactants needed to synthesize it. The reactants are: N[CH2:2][CH2:3][CH2:4][CH2:5][CH2:6][CH2:7][CH2:8][CH2:9][CH2:10][CH2:11][CH2:12][CH2:13][NH2:14].[C:15]([CH2:17][C:18]([O:20]CC)=O)#N.[C:23](OCC)(=O)[CH2:24][C:25]([CH3:27])=O.[NH:32]1CCN[CH2:34][CH2:33]1.[N+]([O-])(O)=O.[CH3:42][OH:43].